Dataset: Forward reaction prediction with 1.9M reactions from USPTO patents (1976-2016). Task: Predict the product of the given reaction. (1) Given the reactants [F:1][C:2]1[CH:3]=[C:4]2[C:8](=[CH:9][CH:10]=1)[NH:7][CH:6]=[C:5]2[C:11]1[CH2:12][CH2:13][NH:14][CH2:15][CH:16]=1.Br[C:18]1[C:23]([O:24][CH2:25][C@@H:26]2[CH2:28][O:27]2)=[CH:22][CH:21]=[CH:20][N:19]=1.CC1C=CC(P(C2C=CC3C(=CC=CC=3)C=2C2C3C(=CC=CC=3)C=CC=2P(C2C=CC(C)=CC=2)C2C=CC(C)=CC=2)C2C=CC(C)=CC=2)=CC=1.C(=O)([O-])[O-].[K+].[K+], predict the reaction product. The product is: [F:1][C:2]1[CH:3]=[C:4]2[C:8](=[CH:9][CH:10]=1)[NH:7][CH:6]=[C:5]2[C:11]1[CH2:12][CH2:13][N:14]([CH2:28][CH:26]2[O:27][C:18]3=[N:19][CH:20]=[CH:21][CH:22]=[C:23]3[O:24][CH2:25]2)[CH2:15][CH:16]=1. (2) Given the reactants [C:1]1([CH2:7][CH2:8]/[CH:9]=[CH:10]/[CH2:11][CH2:12][C:13]([OH:15])=[O:14])[CH:6]=[CH:5][CH:4]=[CH:3][CH:2]=1.[CH:16](=[O:25])CCC1C=CC=CC=1.[Li].C(O[PH+](CC(OCC)=O)OCC)C.[Br-].[Na].C(OCC)(=O)CC(OCC)=O, predict the reaction product. The product is: [CH3:16][O:25][C:4]1[CH:5]=[CH:6][C:1]([CH2:7][CH2:8]/[CH:9]=[CH:10]/[CH2:11][CH2:12][C:13]([OH:15])=[O:14])=[CH:2][CH:3]=1.